This data is from Peptide-MHC class I binding affinity with 185,985 pairs from IEDB/IMGT. The task is: Regression. Given a peptide amino acid sequence and an MHC pseudo amino acid sequence, predict their binding affinity value. This is MHC class I binding data. (1) The peptide sequence is FINMTGNHF. The MHC is HLA-B15:01 with pseudo-sequence HLA-B15:01. The binding affinity (normalized) is 0.743. (2) The peptide sequence is TTAEFTVPK. The MHC is HLA-A02:01 with pseudo-sequence HLA-A02:01. The binding affinity (normalized) is 0.0847. (3) The peptide sequence is ETFGFEIQSY. The MHC is Mamu-A02 with pseudo-sequence Mamu-A02. The binding affinity (normalized) is 0.295. (4) The peptide sequence is SGEPHCALL. The MHC is Mamu-A01 with pseudo-sequence Mamu-A01. The binding affinity (normalized) is 0.389. (5) The peptide sequence is HPVHAGPIA. The MHC is Mamu-A2201 with pseudo-sequence Mamu-A2201. The binding affinity (normalized) is 0.335. (6) The peptide sequence is LTYRHKVVK. The MHC is HLA-A31:01 with pseudo-sequence HLA-A31:01. The binding affinity (normalized) is 0.706. (7) The peptide sequence is RVAAVKAPR. The MHC is HLA-A11:01 with pseudo-sequence HLA-A11:01. The binding affinity (normalized) is 0.512. (8) The peptide sequence is HRLMSAAIK. The MHC is HLA-B27:05 with pseudo-sequence HLA-B27:05. The binding affinity (normalized) is 0.733. (9) The peptide sequence is AVAVARVAA. The MHC is HLA-A02:01 with pseudo-sequence HLA-A02:01. The binding affinity (normalized) is 0.0847. (10) The peptide sequence is LLTACTIFYI. The MHC is HLA-A03:01 with pseudo-sequence HLA-A03:01. The binding affinity (normalized) is 0.379.